This data is from Peptide-MHC class I binding affinity with 185,985 pairs from IEDB/IMGT. The task is: Regression. Given a peptide amino acid sequence and an MHC pseudo amino acid sequence, predict their binding affinity value. This is MHC class I binding data. (1) The peptide sequence is RAALQGGGP. The MHC is HLA-A01:01 with pseudo-sequence HLA-A01:01. The binding affinity (normalized) is 0. (2) The peptide sequence is FWFKNTQFDI. The MHC is Mamu-B01 with pseudo-sequence Mamu-B01. The binding affinity (normalized) is 0. (3) The peptide sequence is NHIYNRHGDTL. The MHC is Mamu-A07 with pseudo-sequence Mamu-A07. The binding affinity (normalized) is 1.00.